Dataset: Reaction yield outcomes from USPTO patents with 853,638 reactions. Task: Predict the reaction yield, written as a fraction of the theoretical maximum amount of product (1.0 means a 100% yield; for example, 0.34 means a 34% yield). (1) The reactants are [F:1][C:2]1[CH:7]=[CH:6][C:5]([C:8](=[O:17])[CH2:9][C:10]2[CH:15]=[CH:14][N:13]=[C:12]([F:16])[CH:11]=2)=[CH:4][CH:3]=1.[Br:18]N1C(=O)CCC1=O.C([O-])(O)=O.[Na+]. The catalyst is CN(C=O)C. The product is [Br:18][CH:9]([C:10]1[CH:15]=[CH:14][N:13]=[C:12]([F:16])[CH:11]=1)[C:8]([C:5]1[CH:4]=[CH:3][C:2]([F:1])=[CH:7][CH:6]=1)=[O:17]. The yield is 0.970. (2) The reactants are Br[C:2]1[CH:3]=[C:4]([CH3:8])[CH:5]=[CH:6][CH:7]=1.[CH3:9][C:10]1[CH:16]=[CH:15][CH:14]=[C:13]([CH3:17])[C:11]=1[NH2:12]. No catalyst specified. The product is [CH3:9][C:10]1[CH:16]=[CH:15][CH:14]=[C:13]([CH3:17])[C:11]=1[NH:12][C:2]1[CH:3]=[C:4]([CH3:8])[CH:5]=[CH:6][CH:7]=1. The yield is 0.930. (3) The reactants are [Cl:1][C:2]1[CH:11]=[C:10]([O:12][CH:13]([CH3:15])[CH3:14])[C:9]([N:16]2[CH:20]=[CH:19][CH:18]=[N:17]2)=[CH:8][C:3]=1[C:4](OC)=[O:5].[NH3:21]. The catalyst is CO. The product is [Cl:1][C:2]1[CH:11]=[C:10]([O:12][CH:13]([CH3:15])[CH3:14])[C:9]([N:16]2[CH:20]=[CH:19][CH:18]=[N:17]2)=[CH:8][C:3]=1[C:4]([NH2:21])=[O:5]. The yield is 0.311.